From a dataset of Forward reaction prediction with 1.9M reactions from USPTO patents (1976-2016). Predict the product of the given reaction. (1) Given the reactants [C:1]([O:5][C:6]([N:8]1[CH2:13][CH2:12][CH:11]([CH2:14][O:15][C:16]2[CH:21]=[CH:20][CH:19]=[CH:18][C:17]=2[NH2:22])[CH2:10][CH2:9]1)=[O:7])([CH3:4])([CH3:3])[CH3:2].[CH3:23][N:24]=[C:25]=[O:26].O.N.C(OCC)(=O)C, predict the reaction product. The product is: [C:1]([O:5][C:6]([N:8]1[CH2:9][CH2:10][CH:11]([CH2:14][O:15][C:16]2[CH:21]=[CH:20][CH:19]=[CH:18][C:17]=2[NH:22][C:25]([NH:24][CH3:23])=[O:26])[CH2:12][CH2:13]1)=[O:7])([CH3:4])([CH3:2])[CH3:3]. (2) Given the reactants [F:1][C:2]1[CH:3]=[C:4]([C:24]2[CH:25]=[C:26]([NH:33][C:34]3[CH:39]=[CH:38][C:37]([N:40]4[CH2:45][CH2:44][N:43]([CH3:46])[CH2:42][CH2:41]4)=[CH:36][N:35]=3)[C:27]3[N:28]([CH:30]=[CH:31][N:32]=3)[CH:29]=2)[C:5]([CH2:22][OH:23])=[C:6]([N:8]2[CH2:20][CH2:19]N3[C:12]4[CH2:13][CH2:14][CH2:15][CH2:16][C:17]=4[CH:18]=[C:10]3[C:9]2=[O:21])[CH:7]=1.C(OCC1C(N2CCC3C4CCCCC=4[S:66]C=3C2=O)=CC(F)=CC=1B1OC(C)(C)C(C)(C)O1)(=O)C.ClC1C=C(NC2C=CC(N3CCN(C)CC3)=CN=2)C2N(C=CN=2)C=1, predict the reaction product. The product is: [F:1][C:2]1[CH:3]=[C:4]([C:24]2[CH:25]=[C:26]([NH:33][C:34]3[CH:39]=[CH:38][C:37]([N:40]4[CH2:45][CH2:44][N:43]([CH3:46])[CH2:42][CH2:41]4)=[CH:36][N:35]=3)[C:27]3[N:28]([CH:30]=[CH:31][N:32]=3)[CH:29]=2)[C:5]([CH2:22][OH:23])=[C:6]([N:8]2[C:9](=[O:21])[C:10]3[S:66][C:12]4[CH2:13][CH2:14][CH2:15][CH2:16][C:17]=4[C:18]=3[CH2:19][CH2:20]2)[CH:7]=1.